Dataset: Full USPTO retrosynthesis dataset with 1.9M reactions from patents (1976-2016). Task: Predict the reactants needed to synthesize the given product. (1) The reactants are: [C:1]([O:5][C:6]([N:8](C(OC(C)(C)C)=O)[C:9]1[O:17][C:16]2[C:11](=[N:12][CH:13]=[C:14]([CH:18]=[CH2:19])[CH:15]=2)[C:10]=1[C:20]([O:22]CC)=[O:21])=[O:7])([CH3:4])([CH3:3])[CH3:2].O[Li].O.O. Given the product [C:1]([O:5][C:6]([NH:8][C:9]1[O:17][C:16]2[C:11](=[N:12][CH:13]=[C:14]([CH:18]=[CH2:19])[CH:15]=2)[C:10]=1[C:20]([OH:22])=[O:21])=[O:7])([CH3:4])([CH3:2])[CH3:3], predict the reactants needed to synthesize it. (2) The reactants are: [CH2:1]([N:8]([CH3:18])[C:9]([CH:11]1[CH2:16][CH2:15][CH:14]([OH:17])[CH2:13][CH2:12]1)=[O:10])[C:2]1[CH:7]=[CH:6][CH:5]=[CH:4][CH:3]=1. Given the product [CH2:1]([N:8]([CH3:18])[C:9]([CH:11]1[CH2:16][CH2:15][C:14](=[O:17])[CH2:13][CH2:12]1)=[O:10])[C:2]1[CH:7]=[CH:6][CH:5]=[CH:4][CH:3]=1, predict the reactants needed to synthesize it.